From a dataset of Reaction yield outcomes from USPTO patents with 853,638 reactions. Predict the reaction yield, written as a fraction of the theoretical maximum amount of product (1.0 means a 100% yield; for example, 0.34 means a 34% yield). (1) The reactants are [OH-].[K+].C([O:5][C:6](=[O:30])[C:7]([CH3:29])([CH3:28])[CH2:8][CH2:9][CH2:10][CH2:11][CH2:12][C:13](=[O:27])[CH2:14][CH2:15][CH2:16][CH2:17][CH2:18][C:19]([CH3:26])([CH3:25])[C:20]([O:22]CC)=[O:21])C. The catalyst is O.C(O)C. The product is [O:27]=[C:13]([CH2:14][CH2:15][CH2:16][CH2:17][CH2:18][C:19]([CH3:26])([CH3:25])[C:20]([OH:22])=[O:21])[CH2:12][CH2:11][CH2:10][CH2:9][CH2:8][C:7]([CH3:29])([CH3:28])[C:6]([OH:30])=[O:5]. The yield is 0.790. (2) The reactants are O=[C:2]([C:13]1[CH:18]=[CH:17][C:16]([C:19]([F:22])([F:21])[F:20])=[CH:15][N:14]=1)[CH2:3][N:4]1[CH:8]=[CH:7][CH:6]=[C:5]1[C:9]([O:11]C)=O.[CH2:23]([NH2:26])[CH2:24][NH2:25]. The catalyst is O1CCOCC1. The product is [F:20][C:19]([F:22])([F:21])[C:16]1[CH:17]=[CH:18][C:13]([C:2]23[NH:26][CH2:23][CH2:24][N:25]2[C:9](=[O:11])[C:5]2[N:4]([CH:8]=[CH:7][CH:6]=2)[CH2:3]3)=[N:14][CH:15]=1. The yield is 0.850. (3) The reactants are [F:1][C:2]1[CH:3]=[C:4]([N:9]2[C:14](=[O:15])[C:13]([O:16][CH2:17][CH2:18][C@H:19]([O:21][Si](C(C)(C)C)(C)C)[CH3:20])=[C:12]([C:29]3[CH:34]=[CH:33][C:32](SC)=[CH:31][CH:30]=3)[CH:11]=[N:10]2)[CH:5]=[CH:6][C:7]=1[F:8].[C:37](OO)(=O)C.C(O)(=O)C.[F-].C([N+](CCCC)(CCCC)CCCC)CCC.C1COCC1.[S:69]([O-:73])([O-])(=[O:71])=S.[Na+].[Na+]. The catalyst is CC(C)=O. The product is [F:1][C:2]1[CH:3]=[C:4]([N:9]2[C:14](=[O:15])[C:13]([O:16][CH2:17][CH2:18][C@H:19]([OH:21])[CH3:20])=[C:12]([C:29]3[CH:34]=[CH:33][C:32]([S:69]([CH3:37])(=[O:73])=[O:71])=[CH:31][CH:30]=3)[CH:11]=[N:10]2)[CH:5]=[CH:6][C:7]=1[F:8]. The yield is 0.870. (4) The reactants are [CH3:1][N:2]([CH2:4][C:5]1[CH:11]=[CH:10][C:8]([NH2:9])=[CH:7][C:6]=1[C:12]([F:15])([F:14])[F:13])[CH3:3].Cl.[Br:17][C:18]1[CH:23]=[CH:22][C:21]([CH2:24][C:25](O)=[O:26])=[C:20]([F:28])[CH:19]=1.CCN(CC)CC.C(Cl)CCl.C1C=CC2N(O)N=NC=2C=1. The catalyst is C(Cl)Cl. The product is [Br:17][C:18]1[CH:23]=[CH:22][C:21]([CH2:24][C:25]([NH:9][C:8]2[CH:10]=[CH:11][C:5]([CH2:4][N:2]([CH3:1])[CH3:3])=[C:6]([C:12]([F:14])([F:13])[F:15])[CH:7]=2)=[O:26])=[C:20]([F:28])[CH:19]=1. The yield is 0.665. (5) The reactants are N[C:2]1[CH:13]=[CH:12][C:11](Br)=[CH:10][C:3]=1[C:4]([N:6]([O:8][CH3:9])[CH3:7])=[O:5].[Cl:15][C:16]1[CH:17]=[C:18](B(O)O)[CH:19]=[CH:20][CH:21]=1.C(=O)([O-])[O-].[Na+].[Na+]. The catalyst is COCCOC.O.C1C=CC([P]([Pd]([P](C2C=CC=CC=2)(C2C=CC=CC=2)C2C=CC=CC=2)([P](C2C=CC=CC=2)(C2C=CC=CC=2)C2C=CC=CC=2)[P](C2C=CC=CC=2)(C2C=CC=CC=2)C2C=CC=CC=2)(C2C=CC=CC=2)C2C=CC=CC=2)=CC=1. The product is [Cl:15][C:16]1[CH:21]=[C:20]([C:11]2[CH:12]=[CH:13][CH:2]=[C:3]([CH:10]=2)[C:4]([N:6]([O:8][CH3:9])[CH3:7])=[O:5])[CH:19]=[CH:18][CH:17]=1. The yield is 0.570. (6) The product is [C:1]([O:5][C:6]([N:8]([CH3:33])[C:9]([NH:25][C:26]([O:28][C:29]([CH3:32])([CH3:31])[CH3:30])=[O:27])=[N:10][O:11][CH2:12][CH2:13][NH2:14])=[O:7])([CH3:2])([CH3:4])[CH3:3]. The yield is 0.500. The catalyst is CO.C(Cl)(Cl)Cl.[Pd]. The reactants are [C:1]([O:5][C:6]([N:8]([CH3:33])[C:9]([NH:25][C:26]([O:28][C:29]([CH3:32])([CH3:31])[CH3:30])=[O:27])=[N:10][O:11][CH2:12][CH2:13][NH:14]C(OCC1C=CC=CC=1)=O)=[O:7])([CH3:4])([CH3:3])[CH3:2]. (7) The reactants are [CH3:1][O:2][C:3]([C:5]1[C:6](Cl)=[N:7][C:8]([N:12]2[CH2:17][CH2:16][O:15][CH2:14][CH2:13]2)=[CH:9][C:10]=1[CH3:11])=[O:4].C([Sn](CCCC)(CCCC)[C:24]#[C:25][CH2:26][O:27][CH3:28])CCC. The catalyst is O1CCOCC1.Cl[Pd](Cl)([P](C1C=CC=CC=1)(C1C=CC=CC=1)C1C=CC=CC=1)[P](C1C=CC=CC=1)(C1C=CC=CC=1)C1C=CC=CC=1. The product is [CH3:1][O:2][C:3]([C:5]1[C:6]([C:24]#[C:25][CH2:26][O:27][CH3:28])=[N:7][C:8]([N:12]2[CH2:17][CH2:16][O:15][CH2:14][CH2:13]2)=[CH:9][C:10]=1[CH3:11])=[O:4]. The yield is 0.630. (8) The reactants are CS([O:5][C@H:6]1[CH2:11][CH2:10][C@@H:9]([NH:12][C:13]([O:15][C:16]([CH3:19])([CH3:18])[CH3:17])=[O:14])[CH2:8][CH2:7]1)(=O)=O.[Cl:20][C:21]1[CH:22]=[C:23](O)[C:24]([CH3:31])=[C:25]([CH:30]=1)[C:26]([O:28][CH3:29])=[O:27].C(=O)([O-])[O-].[Cs+].[Cs+].Cl. The catalyst is CN(C)C=O. The product is [C:16]([O:15][C:13]([NH:12][C@H:9]1[CH2:10][CH2:11][C@H:6]([O:5][C:23]2[C:24]([CH3:31])=[C:25]([CH:30]=[C:21]([Cl:20])[CH:22]=2)[C:26]([O:28][CH3:29])=[O:27])[CH2:7][CH2:8]1)=[O:14])([CH3:19])([CH3:18])[CH3:17]. The yield is 0.236. (9) The reactants are C(Cl)(=O)C(Cl)=O.CS(C)=O.[OH:11][CH2:12][CH2:13][CH2:14][CH2:15][N:16]1[C:21](=[O:22])[CH:20]=[N:19][C:18]2[CH:23]=[CH:24][C:25]([O:27][CH3:28])=[N:26][C:17]1=2.C(N(CC)CC)C.[Cl-].[NH4+]. The catalyst is ClCCl. The product is [CH3:28][O:27][C:25]1[CH:24]=[CH:23][C:18]2[N:19]=[CH:20][C:21](=[O:22])[N:16]([CH2:15][CH2:14][CH2:13][CH:12]=[O:11])[C:17]=2[N:26]=1. The yield is 1.00.